From a dataset of Forward reaction prediction with 1.9M reactions from USPTO patents (1976-2016). Predict the product of the given reaction. (1) Given the reactants [N+:1]([C:4]1[CH:5]=[N:6][C:7]2[C:12]([C:13]=1[NH:14][CH2:15][CH2:16][CH2:17][CH2:18][CH2:19][NH:20][C:21](=[O:28])[C:22]1[CH:27]=[CH:26][CH:25]=[CH:24][CH:23]=1)=[CH:11][CH:10]=[CH:9][CH:8]=2)([O-])=O.[CH2:29](C(CC)(CC)C([O-])([O-])[O-])[CH3:30].C1(C)C=CC=CC=1, predict the reaction product. The product is: [CH3:29][C:30]1[N:14]([CH2:15][CH2:16][CH2:17][CH2:18][CH2:19][NH:20][C:21](=[O:28])[C:22]2[CH:27]=[CH:26][CH:25]=[CH:24][CH:23]=2)[C:13]2[C:12]3[CH:11]=[CH:10][CH:9]=[CH:8][C:7]=3[N:6]=[CH:5][C:4]=2[N:1]=1. (2) Given the reactants [S:1]1[C:5]2[CH:6]=[CH:7][CH:8]=[CH:9][C:4]=2[N:3]=[C:2]1[C:10]1[C:11]([NH2:31])=[N:12][CH:13]=[C:14]([C:16]2[CH:17]=[N:18][N:19]([CH:21]3[CH2:30][CH2:29][C:24]4(OCC[O:25]4)[CH2:23][CH2:22]3)[CH:20]=2)[CH:15]=1.Cl, predict the reaction product. The product is: [NH2:31][C:11]1[N:12]=[CH:13][C:14]([C:16]2[CH:17]=[N:18][N:19]([CH:21]3[CH2:22][CH2:23][C:24](=[O:25])[CH2:29][CH2:30]3)[CH:20]=2)=[CH:15][C:10]=1[C:2]1[S:1][C:5]2[CH:6]=[CH:7][CH:8]=[CH:9][C:4]=2[N:3]=1. (3) Given the reactants [NH2:1][C:2]1[CH:9]=[C:8]([Cl:10])[CH:7]=[CH:6][C:3]=1C#N.C[Mg]Cl.Cl.C([O:17][CH2:18][CH3:19])C, predict the reaction product. The product is: [NH2:1][C:2]1[CH:9]=[C:8]([Cl:10])[CH:7]=[CH:6][C:3]=1[C:18](=[O:17])[CH3:19].